This data is from Forward reaction prediction with 1.9M reactions from USPTO patents (1976-2016). The task is: Predict the product of the given reaction. (1) Given the reactants [Br:1][C:2]1[N:7]=[C:6]([C@:8]([NH:19][S@@:20]([C:22]([CH3:25])([CH3:24])[CH3:23])=[O:21])([CH2:17][F:18])[CH2:9][C:10]([O:12][C:13]([CH3:16])([CH3:15])[CH3:14])=[O:11])[C:5]([F:26])=[C:4]([Si](CC)(CC)CC)[CH:3]=1.[F-].[K+].C(O)(=O)C.C([O-])(O)=O.[Na+], predict the reaction product. The product is: [Br:1][C:2]1[N:7]=[C:6]([C@:8]([NH:19][S@@:20]([C:22]([CH3:25])([CH3:24])[CH3:23])=[O:21])([CH2:17][F:18])[CH2:9][C:10]([O:12][C:13]([CH3:16])([CH3:14])[CH3:15])=[O:11])[C:5]([F:26])=[CH:4][CH:3]=1. (2) Given the reactants Br[C:2]1[CH:3]=[C:4]([CH:8]2[C:17]([CH3:19])([CH3:18])[CH2:16][C:15]3[C:10](=[CH:11][CH:12]=[C:13]([C:20]([OH:22])=[O:21])[CH:14]=3)[NH:9]2)[CH:5]=[CH:6][CH:7]=1.[CH:23]([C@H:26]1[CH2:30][O:29][C:28](=[O:31])[NH:27]1)([CH3:25])[CH3:24].Cl.CN(C)CC(O)=O.C(=O)([O-])[O-].[K+].[K+], predict the reaction product. The product is: [CH:23]([C@H:26]1[CH2:30][O:29][C:28](=[O:31])[N:27]1[C:2]1[CH:3]=[C:4]([CH:8]2[C:17]([CH3:19])([CH3:18])[CH2:16][C:15]3[C:10](=[CH:11][CH:12]=[C:13]([C:20]([OH:22])=[O:21])[CH:14]=3)[NH:9]2)[CH:5]=[CH:6][CH:7]=1)([CH3:25])[CH3:24]. (3) The product is: [N+:1]([C:4]1[CH:9]=[C:8]([N+:10]([O-:12])=[O:11])[CH:7]=[CH:6][C:5]=1[CH2:13][CH2:14][OH:15])([O-:3])=[O:2]. Given the reactants [N+:1]([C:4]1[CH:9]=[C:8]([N+:10]([O-:12])=[O:11])[CH:7]=[CH:6][C:5]=1[CH2:13][C:14](O)=[O:15])([O-:3])=[O:2].O.C(OCC)(=O)C, predict the reaction product. (4) Given the reactants [NH2:1][C:2]1[CH:7]=[CH:6][CH:5]=[CH:4][C:3]=1[C:8](=[O:10])[CH3:9].C1C(=O)N([Br:18])C(=O)C1.OS(O)(=O)=O.O, predict the reaction product. The product is: [NH2:1][C:2]1[CH:7]=[CH:6][C:5]([Br:18])=[CH:4][C:3]=1[C:8](=[O:10])[CH3:9]. (5) Given the reactants [F:1][C:2]1[CH:3]=[N:4][C:5]([NH:11][C@H:12]2[CH2:17][CH2:16][C@H:15]([C:18]([O:20][CH3:21])=[O:19])[CH2:14][CH2:13]2)=[C:6]([CH:10]=1)[C:7]([OH:9])=O.[NH2:22][C@@H:23]1[CH2:28][CH2:27][C@H:26]([NH:29][C:30](=[O:36])[O:31][C:32]([CH3:35])([CH3:34])[CH3:33])[CH2:25][CH2:24]1.CN(C(ON1N=NC2C=CC=NC1=2)=[N+](C)C)C.F[P-](F)(F)(F)(F)F.C1C=NC2N(O)N=NC=2C=1.CCN(C(C)C)C(C)C, predict the reaction product. The product is: [C:32]([O:31][C:30]([NH:29][C@@H:26]1[CH2:25][CH2:24][C@H:23]([NH:22][C:7]([C:6]2[C:5]([NH:11][C@H:12]3[CH2:17][CH2:16][C@H:15]([C:18]([O:20][CH3:21])=[O:19])[CH2:14][CH2:13]3)=[N:4][CH:3]=[C:2]([F:1])[CH:10]=2)=[O:9])[CH2:28][CH2:27]1)=[O:36])([CH3:35])([CH3:33])[CH3:34]. (6) Given the reactants [CH2:1]([N:8]1[C:12]2[CH:13]=[CH:14][C:15]([N+:17]([O-])=O)=[CH:16][C:11]=2[S:10][C:9]1=[O:20])[C:2]1[CH:7]=[CH:6][CH:5]=[CH:4][CH:3]=1.C(O)C.[Cl-].[NH4+], predict the reaction product. The product is: [NH2:17][C:15]1[CH:14]=[CH:13][C:12]2[N:8]([CH2:1][C:2]3[CH:7]=[CH:6][CH:5]=[CH:4][CH:3]=3)[C:9](=[O:20])[S:10][C:11]=2[CH:16]=1. (7) Given the reactants [Cl:1][C:2]1[CH:3]=[C:4]([NH:8][C:9]2[C:14]([NH2:15])=[CH:13][CH:12]=[CH:11][N:10]=2)[CH:5]=[CH:6][CH:7]=1.[C:16]([O:20][C:21]([NH:23][C@@H:24]([CH3:28])[C:25](O)=O)=[O:22])([CH3:19])([CH3:18])[CH3:17].C1C=NC2N(O)N=NC=2C=1.CN1CCOCC1.Cl.CN(C)CCCN=C=NCC, predict the reaction product. The product is: [C:16]([O:20][C:21](=[O:22])[NH:23][C@H:24]([C:25]1[N:8]([C:4]2[CH:5]=[CH:6][CH:7]=[C:2]([Cl:1])[CH:3]=2)[C:9]2=[N:10][CH:11]=[CH:12][CH:13]=[C:14]2[N:15]=1)[CH3:28])([CH3:19])([CH3:18])[CH3:17].